From a dataset of Full USPTO retrosynthesis dataset with 1.9M reactions from patents (1976-2016). Predict the reactants needed to synthesize the given product. Given the product [O:26]=[S:25]1(=[O:28])[CH2:24][CH2:23][CH2:22][N:30]1[CH2:29][C:16]1[CH:17]=[CH:18][C:12]2[S:11][C:10]([N:7]3[CH2:6][CH2:5][N:4]([CH:1]([CH3:3])[CH3:2])[CH2:9][CH2:8]3)=[N:14][C:13]=2[CH:15]=1, predict the reactants needed to synthesize it. The reactants are: [CH:1]([N:4]1[CH2:9][CH2:8][N:7]([C:10]2[S:11][C:12]3[CH:18]=[CH:17][CH:16]=[CH:15][C:13]=3[N:14]=2)[CH2:6][CH2:5]1)([CH3:3])[CH3:2].[H-].[Na+].Cl[CH2:22][CH2:23][CH2:24][S:25]([OH:28])(=O)=[O:26].[CH3:29][N:30](C=O)C.